This data is from Full USPTO retrosynthesis dataset with 1.9M reactions from patents (1976-2016). The task is: Predict the reactants needed to synthesize the given product. (1) Given the product [C:51]([C:32]1[CH:33]=[CH:34][C:35]([O:36][CH2:37][C:38]2[O:42][N:41]=[C:40]([CH2:43][C:44]3[CH:49]=[CH:48][C:47]([C:19]([OH:21])=[O:20])=[CH:46][CH:45]=3)[N:39]=2)=[C:30]([Cl:29])[C:31]=1[OH:54])(=[O:53])[CH3:52], predict the reactants needed to synthesize it. The reactants are: C(C1C=CC(OCC2ON=C(CC3C=C(C=CC=3)[C:19]([OH:21])=[O:20])N=2)=C(C)C=1O)(=O)C.[Cl:29][C:30]1[C:31]([OH:54])=[C:32]([C:51](=[O:53])[CH3:52])[CH:33]=[CH:34][C:35]=1[O:36][CH2:37][C:38]1[O:42][N:41]=[C:40]([CH2:43][C:44]2[CH:49]=[CH:48][C:47](I)=[CH:46][CH:45]=2)[N:39]=1. (2) Given the product [O:30]1[CH2:31][CH2:32][N:27]([CH2:1][CH:2]2[C:14](=[O:15])[C:13]3[C:12]4[C:7](=[CH:8][CH:9]=[CH:10][CH:11]=4)[N:6]([CH2:16][C:17]4[CH:18]=[CH:19][C:20]([C:21]([O:23][CH3:24])=[O:22])=[CH:25][CH:26]=4)[C:5]=3[CH2:4][CH2:3]2)[CH2:28][CH2:29]1, predict the reactants needed to synthesize it. The reactants are: [CH2:1]=[C:2]1[C:14](=[O:15])[C:13]2[C:12]3[C:7](=[CH:8][CH:9]=[CH:10][CH:11]=3)[N:6]([CH2:16][C:17]3[CH:26]=[CH:25][C:20]([C:21]([O:23][CH3:24])=[O:22])=[CH:19][CH:18]=3)[C:5]=2[CH2:4][CH2:3]1.[NH:27]1[CH2:32][CH2:31][O:30][CH2:29][CH2:28]1. (3) Given the product [CH:22]([O:25][C:26](=[O:30])[CH:27]([NH:28][P:16]([O:1][C:2]1[CH:3]=[CH:4][C:5]([C:8]2[CH:13]=[CH:12][C:11]([Cl:14])=[CH:10][C:9]=2[F:15])=[CH:6][CH:7]=1)([O:51][CH2:50][C@@H:47]1[C@@H:48]([OH:49])[C@:44]([F:43])([CH3:60])[C@H:45]([N:52]2[CH:59]=[CH:58][C:56](=[O:57])[NH:55][C:53]2=[O:54])[O:46]1)=[O:17])[CH3:29])([CH3:24])[CH3:23], predict the reactants needed to synthesize it. The reactants are: [OH:1][C:2]1[CH:7]=[CH:6][C:5]([C:8]2[CH:13]=[CH:12][C:11]([Cl:14])=[CH:10][C:9]=2[F:15])=[CH:4][CH:3]=1.[P:16](Cl)(Cl)(Cl)=[O:17].Cl.[CH:22]([O:25][C:26](=[O:30])[C@H:27]([CH3:29])[NH2:28])([CH3:24])[CH3:23].FC1C(O)=C(F)C(F)=C(F)C=1F.[F:43][C@:44]1([CH3:60])[C@H:48]([OH:49])[C@@H:47]([CH2:50][OH:51])[O:46][C@H:45]1[N:52]1[CH:59]=[CH:58][C:56](=[O:57])[NH:55][C:53]1=[O:54]. (4) Given the product [CH3:12][N:13]1[CH2:18][CH2:17][N:16]([C:2]2[CH:11]=[CH:10][C:9]3[C:4](=[CH:5][CH:6]=[CH:7][CH:8]=3)[N:3]=2)[CH2:15][CH2:14]1, predict the reactants needed to synthesize it. The reactants are: Cl[C:2]1[CH:11]=[CH:10][C:9]2[C:4](=[CH:5][CH:6]=[CH:7][CH:8]=2)[N:3]=1.[CH3:12][N:13]1[CH2:18][CH2:17][NH:16][CH2:15][CH2:14]1. (5) Given the product [OH:23][C@H:22]([CH2:21][O:20][C:1]([C:8]1[CH:9]=[CH:10][CH:11]=[CH:12][CH:13]=1)([C:2]1[CH:3]=[CH:4][CH:5]=[CH:6][CH:7]=1)[C:14]1[CH:19]=[CH:18][CH:17]=[CH:16][CH:15]=1)[CH2:24][N:28]1[CH2:29][CH2:30][C@H:31]([O:32][C:33](=[O:38])[C:34]([CH3:36])([CH3:35])[CH3:37])[C@@H:26]([CH3:25])[CH2:27]1, predict the reactants needed to synthesize it. The reactants are: [C:1]([O:20][CH2:21][C@@H:22]1[CH2:24][O:23]1)([C:14]1[CH:19]=[CH:18][CH:17]=[CH:16][CH:15]=1)([C:8]1[CH:13]=[CH:12][CH:11]=[CH:10][CH:9]=1)[C:2]1[CH:7]=[CH:6][CH:5]=[CH:4][CH:3]=1.[CH3:25][C@@H:26]1[C@@H:31]([O:32][C:33](=[O:38])[C:34]([CH3:37])([CH3:36])[CH3:35])[CH2:30][CH2:29][NH:28][CH2:27]1.